Dataset: Reaction yield outcomes from USPTO patents with 853,638 reactions. Task: Predict the reaction yield, written as a fraction of the theoretical maximum amount of product (1.0 means a 100% yield; for example, 0.34 means a 34% yield). (1) The reactants are Cl[CH2:2][CH2:3][CH2:4][S:5]([N:8]1[CH2:13][CH2:12][CH:11]([C:14]2[C:22]3[C:17](=[C:18]([C:29]([NH2:31])=[O:30])[CH:19]=[C:20]([C:23]4[CH:28]=[CH:27][CH:26]=[CH:25][CH:24]=4)[CH:21]=3)[NH:16][CH:15]=2)[CH2:10][CH2:9]1)(=[O:7])=[O:6].[OH-:32].[Na+].[I-].[Na+]. The catalyst is O. The product is [OH:32][CH2:2][CH2:3][CH2:4][S:5]([N:8]1[CH2:13][CH2:12][CH:11]([C:14]2[C:22]3[C:17](=[C:18]([C:29]([NH2:31])=[O:30])[CH:19]=[C:20]([C:23]4[CH:28]=[CH:27][CH:26]=[CH:25][CH:24]=4)[CH:21]=3)[NH:16][CH:15]=2)[CH2:10][CH2:9]1)(=[O:7])=[O:6]. The yield is 0.680. (2) The reactants are [CH:1]([N:3]([CH3:6])[CH2:4][OH:5])=O.[Cl:7][C:8]1[C:12]([Cl:13])=[C:11]([C:14]([NH2:16])=[O:15])[S:10][N:9]=1.C(O)(=O)C.S(=O)(=O)(O)O. The yield is 0.426. The product is [CH:4]([N:3]([CH2:1][NH:16][C:14]([C:11]1[S:10][N:9]=[C:8]([Cl:7])[C:12]=1[Cl:13])=[O:15])[CH3:6])=[O:5]. The catalyst is O. (3) The reactants are [SH:1][CH2:2][CH2:3][C:4]([OH:6])=[O:5].Br[CH2:8][C:9]([C:11]1[C:21]([Cl:22])=[CH:20][C:14]2[N:15]([CH3:19])[C:16](=[O:18])[S:17][C:13]=2[CH:12]=1)=[O:10].C(=O)([O-])[O-].[K+].[K+]. The catalyst is CN(C=O)C. The product is [Cl:22][C:21]1[C:11]([C:9](=[O:10])[CH2:8][S:1][CH2:2][CH2:3][C:4]([OH:6])=[O:5])=[CH:12][C:13]2[S:17][C:16](=[O:18])[N:15]([CH3:19])[C:14]=2[CH:20]=1. The yield is 0.880. (4) The reactants are CON(C)[C:4]([C@@H:6]1[CH2:10][CH2:9][N:8]([C:11]([O:13][C:14]([CH3:17])([CH3:16])[CH3:15])=[O:12])[CH2:7]1)=[O:5].[CH2:19]([Mg]Br)[CH2:20][CH:21]=[CH2:22].O1CCC[CH2:26]1. No catalyst specified. The product is [C:4]([C@@H:6]1[CH2:10][CH2:9][N:8]([C:11]([O:13][C:14]([CH3:15])([CH3:16])[CH3:17])=[O:12])[CH2:7]1)(=[O:5])[CH2:22][CH2:21][CH2:20][CH:19]=[CH2:26]. The yield is 0.960. (5) The reactants are [CH:1]1([CH2:4][NH:5][C:6]([C:8]2[C:12]3[CH2:13][N:14]([C:17](OC(C)(C)C)=O)[CH2:15][CH2:16][C:11]=3[NH:10][N:9]=2)=[O:7])[CH2:3][CH2:2]1.FC(F)(F)C(O)=O.ClC1[C:41]2[C:36](=[CH:37][C:38]([O:44][CH3:45])=[C:39]([O:42][CH3:43])[CH:40]=2)[N:35]=[CH:34][N:33]=1.C(=O)([O-])[O-].[K+].[K+]. The catalyst is ClCCl.[I-].C([N+](CCCC)(CCCC)CCCC)CCC. The product is [CH:1]1([CH2:4][NH:5][C:6]([C:8]2[C:12]3[CH2:13][N:14]([C:17]4[C:41]5[C:36](=[CH:37][C:38]([O:44][CH3:45])=[C:39]([O:42][CH3:43])[CH:40]=5)[N:35]=[CH:34][N:33]=4)[CH2:15][CH2:16][C:11]=3[NH:10][N:9]=2)=[O:7])[CH2:2][CH2:3]1. The yield is 0.450. (6) The reactants are [CH2:1]([O:3][C:4](=[O:19])[CH2:5][C:6]([NH:8]/[C:9](/[CH3:18])=[C:10](/[CH2:16][CH3:17])\[C:11]([O:13]CC)=O)=[O:7])[CH3:2].C[O-].[Na+].Cl. The catalyst is CCO. The product is [CH2:16]([C:10]1[C:11]([OH:13])=[C:5]([C:4]([O:3][CH2:1][CH3:2])=[O:19])[C:6](=[O:7])[NH:8][C:9]=1[CH3:18])[CH3:17]. The yield is 0.460. (7) The reactants are [H-].[Na+].[C:3]1([CH2:9][SH:10])[CH:8]=[CH:7][CH:6]=[CH:5][CH:4]=1.Br[C:12]1[CH:17]=[C:16]([CH3:18])[CH:15]=[CH:14][N:13]=1. The catalyst is O1CCCC1.O. The product is [CH2:9]([S:10][C:12]1[CH:17]=[C:16]([CH3:18])[CH:15]=[CH:14][N:13]=1)[C:3]1[CH:8]=[CH:7][CH:6]=[CH:5][CH:4]=1. The yield is 0.560. (8) The reactants are [CH:1]1[C:11](=[C:12]([C:15]#[N:16])[C:13]#[N:14])[CH:10]=[CH:9][C:3](=[C:4]([C:7]#[N:8])[C:5]#N)[CH:2]=1.[CH2:17]([N:21]([CH2:30][CH2:31][CH2:32][CH3:33])[C:22]1[CH:27]=[CH:26]C=[C:24]([O:28][CH3:29])[CH:23]=1)[CH2:18][CH2:19][CH3:20]. The catalyst is CN(C)C=O. The product is [C:7]([C:4]([C:5]1[CH:26]=[CH:27][C:22]([N:21]([CH2:17][CH2:18][CH2:19][CH3:20])[CH2:30][CH2:31][CH2:32][CH3:33])=[CH:23][C:24]=1[O:28][CH3:29])=[C:3]1[CH:2]=[CH:1][C:11](=[C:12]([C:15]#[N:16])[C:13]#[N:14])[CH:10]=[CH:9]1)#[N:8]. The yield is 0.256. (9) The reactants are Br[C:2]1[CH:10]=[C:9]2[C:5]([CH2:6][C:7]3([CH2:16][CH2:15][CH:14]([O:17][CH2:18][CH3:19])[CH2:13][CH2:12]3)[C:8]2=[O:11])=[CH:4][CH:3]=1.C(NCC)C.[CH:42]1[CH:43]=[CH:38]C(P([C:38]2[CH:43]=[CH:42][CH:41]=[CH:40]C=2)[C:42]2[CH:43]=[CH:38]C=[CH:40][CH:41]=2)=[CH:40][CH:41]=1.C1(C#C)CC1. The catalyst is Cl[Pd](Cl)([P](C1C=CC=CC=1)(C1C=CC=CC=1)C1C=CC=CC=1)[P](C1C=CC=CC=1)(C1C=CC=CC=1)C1C=CC=CC=1.[Cu]I.C(N(CC)CC)C.C1(C)C=CC=CC=1. The product is [CH:42]1([C:41]#[C:40][C:2]2[CH:10]=[C:9]3[C:5]([CH2:6][C:7]4([CH2:16][CH2:15][CH:14]([O:17][CH2:18][CH3:19])[CH2:13][CH2:12]4)[C:8]3=[O:11])=[CH:4][CH:3]=2)[CH2:43][CH2:38]1. The yield is 0.940. (10) The product is [F:31][C:2]([F:1])([F:30])[S:3]([O:6][C:7]1[C:8]([NH2:27])=[CH:9][C:10]2[O:14][C:13]([C:15]3[CH:16]=[CH:17][C:18]([F:21])=[CH:19][CH:20]=3)=[C:12]([C:22](=[O:25])[NH:23][CH3:24])[C:11]=2[CH:26]=1)(=[O:5])=[O:4]. The catalyst is CCO.CC(O)=O.CCOC(C)=O.[Fe]. The reactants are [F:1][C:2]([F:31])([F:30])[S:3]([O:6][C:7]1[C:8]([N+:27]([O-])=O)=[CH:9][C:10]2[O:14][C:13]([C:15]3[CH:20]=[CH:19][C:18]([F:21])=[CH:17][CH:16]=3)=[C:12]([C:22](=[O:25])[NH:23][CH3:24])[C:11]=2[CH:26]=1)(=[O:5])=[O:4]. The yield is 0.840.